Dataset: Catalyst prediction with 721,799 reactions and 888 catalyst types from USPTO. Task: Predict which catalyst facilitates the given reaction. (1) Reactant: C(OCC)C.CC([O:9][C:10](/N=N/C(OC(C)C)=O)=[O:11])C.[C:33]1(P(=O)([C:33]2[CH:38]=[CH:37][CH:36]=[CH:35][CH:34]=2)[C:33]2[CH:38]=[CH:37][CH:36]=[CH:35][CH:34]=2)[CH:38]=[CH:37][CH:36]=[CH:35][CH:34]=1.[OH-].[Na+]. Product: [C:10]([OH:11])(=[O:9])[C:33]1[CH:34]=[CH:35][CH:36]=[CH:37][CH:38]=1. The catalyst class is: 5. (2) Reactant: [OH:1][CH:2]([CH3:10])/[CH:3]=[CH:4]/[C:5]([O:7][CH2:8][CH3:9])=[O:6].[CH2:11]([N:18]=[C:19]=[O:20])[C:12]1[CH:17]=[CH:16][CH:15]=[CH:14][CH:13]=1. Product: [CH2:11]([NH:18][C:19]([O:1][CH:2]([CH3:10])/[CH:3]=[CH:4]/[C:5]([O:7][CH2:8][CH3:9])=[O:6])=[O:20])[C:12]1[CH:17]=[CH:16][CH:15]=[CH:14][CH:13]=1. The catalyst class is: 11. (3) Reactant: [CH3:1][C:2]1([CH3:25])[C:6]2[C:7]([O:11][C:12]3[N:17]=[CH:16][C:15]([NH:18][C:19](=[O:24])[C:20]([CH3:23])([CH3:22])[NH2:21])=[CH:14][CH:13]=3)=[CH:8][CH:9]=[CH:10][C:5]=2[O:4][CH2:3]1.C(N(CC)CC)C.Cl[C:34](Cl)([O:36]C(=O)OC(Cl)(Cl)Cl)Cl.C([O-])(O)=O.[Na+]. Product: [CH3:1][C:2]1([CH3:25])[C:6]2[C:7]([O:11][C:12]3[N:17]=[CH:16][C:15]([N:18]4[C:19](=[O:24])[C:20]([CH3:23])([CH3:22])[NH:21][C:34]4=[O:36])=[CH:14][CH:13]=3)=[CH:8][CH:9]=[CH:10][C:5]=2[O:4][CH2:3]1. The catalyst class is: 4. (4) Reactant: CC1C=CC(P(C2C=CC3C(=CC=CC=3)C=2C2C3C(=CC=CC=3)C=CC=2P(C2C=CC(C)=CC=2)C2C=CC(C)=CC=2)C2C=CC(C)=CC=2)=CC=1.[CH2:51]([C:58]1[CH2:62][CH2:61][C:60](=[O:63])[CH:59]=1)[C:52]1[CH:57]=[CH:56][CH:55]=[CH:54][CH:53]=1.CCCCC. Product: [CH2:51]([CH:58]1[CH2:62][CH2:61][C:60](=[O:63])[CH2:59]1)[C:52]1[CH:57]=[CH:56][CH:55]=[CH:54][CH:53]=1. The catalyst class is: 27. (5) Reactant: C([O:8][C:9]1[C:10]([C:41]([NH:43][CH2:44][C:45]2[CH:50]=[CH:49][C:48]([F:51])=[CH:47][CH:46]=2)=[O:42])=[N:11][C:12]([C:15]2[C:16]([N:35]([CH3:40])[S:36]([CH3:39])(=[O:38])=[O:37])=[CH:17][C:18]3[O:22][C:21]([C:23]4[CH:28]=[CH:27][C:26]([F:29])=[CH:25][CH:24]=4)=[C:20]([C:30](=[O:33])[NH:31][CH3:32])[C:19]=3[CH:34]=2)=[CH:13][CH:14]=1)C1C=CC=CC=1. Product: [F:51][C:48]1[CH:47]=[CH:46][C:45]([CH2:44][NH:43][C:41](=[O:42])[C:10]2[C:9]([OH:8])=[CH:14][CH:13]=[C:12]([C:15]3[C:16]([N:35]([CH3:40])[S:36]([CH3:39])(=[O:37])=[O:38])=[CH:17][C:18]4[O:22][C:21]([C:23]5[CH:24]=[CH:25][C:26]([F:29])=[CH:27][CH:28]=5)=[C:20]([C:30](=[O:33])[NH:31][CH3:32])[C:19]=4[CH:34]=3)[N:11]=2)=[CH:50][CH:49]=1. The catalyst class is: 19. (6) Reactant: Br[CH2:2][C:3]([C:5]1[CH:10]=[CH:9][C:8]([O:11][CH2:12][CH2:13][CH2:14][Cl:15])=[CH:7][C:6]=1[F:16])=O.[NH2:17][C:18]1[CH:23]=[C:22]([CH3:24])[CH:21]=[CH:20][N:19]=1. Product: [Cl:15][CH2:14][CH2:13][CH2:12][O:11][C:8]1[CH:9]=[CH:10][C:5]([C:3]2[N:17]=[C:18]3[CH:23]=[C:22]([CH3:24])[CH:21]=[CH:20][N:19]3[CH:2]=2)=[C:6]([F:16])[CH:7]=1. The catalyst class is: 8. (7) Reactant: [S:1]1[N:5]=[CH:4][C:3]([NH2:6])=[N:2]1.[CH3:7][O:8][C:9]1[CH:14]=[C:13]([C:15]([F:18])([F:17])[F:16])[CH:12]=[CH:11][C:10]=1[C:19]1[C:28]2[C:23](=[CH:24][C:25]([S:29](OC3C(F)=C(F)C(F)=C(F)C=3F)(=[O:31])=[O:30])=[CH:26][CH:27]=2)[CH:22]=[CH:21][N:20]=1.C[Si]([N-][Si](C)(C)C)(C)C.[Li+]. Product: [CH3:7][O:8][C:9]1[CH:14]=[C:13]([C:15]([F:16])([F:17])[F:18])[CH:12]=[CH:11][C:10]=1[C:19]1[C:28]2[C:23](=[CH:24][C:25]([S:29]([NH:6][C:3]3[CH:4]=[N:5][S:1][N:2]=3)(=[O:31])=[O:30])=[CH:26][CH:27]=2)[CH:22]=[CH:21][N:20]=1. The catalyst class is: 1.